This data is from Forward reaction prediction with 1.9M reactions from USPTO patents (1976-2016). The task is: Predict the product of the given reaction. (1) Given the reactants [CH2:1]([N:3]1[C:7]2[CH:8]=[CH:9][C:10]([N:12]3[CH:17]=[C:16]([C:18]([O:20][CH2:21][CH3:22])=[O:19])[C:15](=[O:23])[NH:14][C:13]3=[O:24])=[CH:11][C:6]=2[N:5]=[CH:4]1)[CH3:2].Br[CH2:26][C:27]1[CH:32]=[CH:31][CH:30]=[C:29]([C:33]([F:36])([F:35])[F:34])[C:28]=1[CH3:37].C(=O)([O-])[O-].[K+].[K+].[I-].[K+], predict the reaction product. The product is: [CH2:1]([N:3]1[C:7]2[CH:8]=[CH:9][C:10]([N:12]3[CH:17]=[C:16]([C:18]([O:20][CH2:21][CH3:22])=[O:19])[C:15](=[O:23])[N:14]([CH2:26][C:27]4[CH:32]=[CH:31][CH:30]=[C:29]([C:33]([F:34])([F:35])[F:36])[C:28]=4[CH3:37])[C:13]3=[O:24])=[CH:11][C:6]=2[N:5]=[CH:4]1)[CH3:2]. (2) Given the reactants [F:1][C:2]1[C:7]([OH:8])=[CH:6][CH:5]=[CH:4][C:3]=1[CH2:9][NH:10][C:11]([C:13]1[CH:14]=[C:15]2[C:20](=[CH:21][CH:22]=1)[N:19]=[CH:18][CH:17]=[CH:16]2)=[O:12].Cl[CH2:24][CH2:25][CH2:26][C:27]#[CH:28].CN(C=O)C.C(=O)([O-])[O-].[Cs+].[Cs+], predict the reaction product. The product is: [F:1][C:2]1[C:7]([O:8][CH2:28][CH2:27][CH2:26][C:25]#[CH:24])=[CH:6][CH:5]=[CH:4][C:3]=1[CH2:9][NH:10][C:11]([C:13]1[CH:14]=[C:15]2[C:20](=[CH:21][CH:22]=1)[N:19]=[CH:18][CH:17]=[CH:16]2)=[O:12]. (3) Given the reactants [F:1][C:2]1[CH:3]=[C:4]([C@:13]2([NH:23][C:24](=[O:36])[NH:25][C:26]3[CH:35]=[CH:34][C:29]([C:30]([O:32]C)=[O:31])=[CH:28][CH:27]=3)[C:18]3=[N:19][CH:20]=[CH:21][CH:22]=[C:17]3[O:16][CH2:15][CH2:14]2)[CH:5]=[CH:6][C:7]=1[O:8][C:9]([F:12])([F:11])[F:10].CO.[Li+].[OH-].Cl, predict the reaction product. The product is: [F:1][C:2]1[CH:3]=[C:4]([C@:13]2([NH:23][C:24](=[O:36])[NH:25][C:26]3[CH:35]=[CH:34][C:29]([C:30]([OH:32])=[O:31])=[CH:28][CH:27]=3)[C:18]3=[N:19][CH:20]=[CH:21][CH:22]=[C:17]3[O:16][CH2:15][CH2:14]2)[CH:5]=[CH:6][C:7]=1[O:8][C:9]([F:12])([F:10])[F:11]. (4) The product is: [NH:1]1[C:9]2[C:4](=[CH:5][CH:6]=[CH:7][N:8]=2)[C:3]([CH:14]([C:3]2[C:4]3[C:9](=[N:8][CH:7]=[CH:6][CH:5]=3)[NH:1][CH:2]=2)[CH2:15][CH2:16][CH2:12][OH:11])=[CH:2]1. Given the reactants [NH:1]1[C:9]2[C:4](=[CH:5][CH:6]=[CH:7][N:8]=2)[CH:3]=[CH:2]1.C[O:11][CH:12]1[CH2:16][CH2:15][CH2:14]O1, predict the reaction product. (5) Given the reactants [Br:1][C:2]1[CH:22]=[N:21][C:5]2[NH:6][C:7](=[O:20])[CH2:8][N:9](CC3C=CC(OC)=CC=3)[CH2:10][C:4]=2[CH:3]=1.CC(Cl)OC([Cl:28])=O, predict the reaction product. The product is: [ClH:28].[Br:1][C:2]1[CH:22]=[N:21][C:5]2[NH:6][C:7](=[O:20])[CH2:8][NH:9][CH2:10][C:4]=2[CH:3]=1. (6) Given the reactants ClC1C=CC=CC=1NC(=O)NC1C=CC(C2SC(C3CCC(CC(O)=O)CC3)=NC=2)=CC=1.[F:33][C:34]1[CH:39]=[C:38]([F:40])[CH:37]=[C:36]([F:41])[C:35]=1[NH:42][C:43](=[O:68])[NH:44][C:45]1[CH:50]=[CH:49][C:48]([C:51]2[S:55][C:54]([CH:56]3[CH2:61][CH2:60][CH:59]([CH2:62][C:63]([O:65]CC)=[O:64])[CH2:58][CH2:57]3)=[N:53][CH:52]=2)=[CH:47][CH:46]=1, predict the reaction product. The product is: [F:41][C:36]1[CH:37]=[C:38]([F:40])[CH:39]=[C:34]([F:33])[C:35]=1[NH:42][C:43](=[O:68])[NH:44][C:45]1[CH:46]=[CH:47][C:48]([C:51]2[S:55][C:54]([CH:56]3[CH2:57][CH2:58][CH:59]([CH2:62][C:63]([OH:65])=[O:64])[CH2:60][CH2:61]3)=[N:53][CH:52]=2)=[CH:49][CH:50]=1.